Task: Predict the reaction yield, written as a fraction of the theoretical maximum amount of product (1.0 means a 100% yield; for example, 0.34 means a 34% yield).. Dataset: Reaction yield outcomes from USPTO patents with 853,638 reactions (1) The reactants are [CH3:1][C:2]1[CH:14]=[CH:13][C:12]([CH2:15][N:16]2[C:24]3[C:19](=[CH:20][C:21]([O:25]CC4C=CC=CC=4)=[CH:22][CH:23]=3)[CH:18]=[CH:17]2)=[CH:11][C:3]=1[C:4]([O:6][C:7]([CH3:10])([CH3:9])[CH3:8])=[O:5]. The catalyst is C(OCC)(=O)C.C(O)C.[Pd]. The product is [OH:25][C:21]1[CH:20]=[C:19]2[C:24](=[CH:23][CH:22]=1)[N:16]([CH2:15][C:12]1[CH:13]=[CH:14][C:2]([CH3:1])=[C:3]([CH:11]=1)[C:4]([O:6][C:7]([CH3:8])([CH3:9])[CH3:10])=[O:5])[CH:17]=[CH:18]2. The yield is 0.0180. (2) The reactants are [CH3:1][S:2](Cl)(=[O:4])=[O:3].CCN(CC)CC.[CH:13]([N:26]1[C:34]2[C:29](=[CH:30][C:31]([Cl:35])=[CH:32][CH:33]=2)[C:28]([CH2:36][CH2:37][S:38]([C:41]2[CH:46]=[CH:45][C:44]([CH2:47][CH2:48][C:49]([O:51][CH2:52][CH3:53])=[O:50])=[CH:43][CH:42]=2)(=[O:40])=[O:39])=[C:27]1[CH2:54][CH2:55][OH:56])([C:20]1[CH:25]=[CH:24][CH:23]=[CH:22][CH:21]=1)[C:14]1[CH:19]=[CH:18][CH:17]=[CH:16][CH:15]=1.O. The catalyst is C(Cl)Cl. The product is [CH:13]([N:26]1[C:34]2[C:29](=[CH:30][C:31]([Cl:35])=[CH:32][CH:33]=2)[C:28]([CH2:36][CH2:37][S:38]([C:41]2[CH:42]=[CH:43][C:44]([CH2:47][CH2:48][C:49]([O:51][CH2:52][CH3:53])=[O:50])=[CH:45][CH:46]=2)(=[O:39])=[O:40])=[C:27]1[CH2:54][CH2:55][O:56][S:2]([CH3:1])(=[O:4])=[O:3])([C:14]1[CH:15]=[CH:16][CH:17]=[CH:18][CH:19]=1)[C:20]1[CH:21]=[CH:22][CH:23]=[CH:24][CH:25]=1. The yield is 0.980.